From a dataset of Reaction yield outcomes from USPTO patents with 853,638 reactions. Predict the reaction yield, written as a fraction of the theoretical maximum amount of product (1.0 means a 100% yield; for example, 0.34 means a 34% yield). (1) The reactants are [Cl:1][C:2]1[CH:7]=[CH:6][C:5]([O:8][C:9]2[CH:14]=[CH:13][C:12]([CH:15]=[CH2:16])=[CH:11][CH:10]=2)=[CH:4][C:3]=1[CH3:17].B1C2CCCC1CCC2.[OH-:27].[Na+].OO. The catalyst is C1COCC1. The product is [Cl:1][C:2]1[CH:7]=[CH:6][C:5]([O:8][C:9]2[CH:14]=[CH:13][C:12]([CH2:15][CH2:16][OH:27])=[CH:11][CH:10]=2)=[CH:4][C:3]=1[CH3:17]. The yield is 0.428. (2) The reactants are C([O:4][CH2:5][C:6]1[C:11]([N:12]2[N:21]=[CH:20][C:19]3[C:14](=[C:15]([F:26])[CH:16]=[C:17]([C:22]([CH3:25])([CH3:24])[CH3:23])[CH:18]=3)[C:13]2=[O:27])=[CH:10][CH:9]=[CH:8][C:7]=1[C:28]1[N:29]=[C:30]([NH:36][C:37]2[CH:42]=[CH:41][CH:40]=[C:39]([CH2:43][NH:44][C:45](=[O:48])[CH:46]=[CH2:47])[CH:38]=2)[C:31](=[O:35])[N:32]([CH3:34])[CH:33]=1)(=O)C.[Li+].[OH-].Cl. The catalyst is C1COCC1.O.CC(=O)OCC. The product is [C:22]([C:17]1[CH:18]=[C:19]2[C:14](=[C:15]([F:26])[CH:16]=1)[C:13](=[O:27])[N:12]([C:11]1[C:6]([CH2:5][OH:4])=[C:7]([C:28]3[N:29]=[C:30]([NH:36][C:37]4[CH:38]=[C:39]([CH:40]=[CH:41][CH:42]=4)[CH2:43][NH:44][C:45](=[O:48])[CH:46]=[CH2:47])[C:31](=[O:35])[N:32]([CH3:34])[CH:33]=3)[CH:8]=[CH:9][CH:10]=1)[N:21]=[CH:20]2)([CH3:23])([CH3:24])[CH3:25]. The yield is 0.0700. (3) The reactants are [C:1]([C:5]1[CH:48]=[CH:47][C:8]([C:9]([NH:11][C@@H:12]([CH2:20][C:21]2[CH:26]=[CH:25][C:24]([C:27]3[N:32]=[CH:31][C:30]([C:33]4[CH:38]=[CH:37][C:36]([O:39][CH2:40][CH2:41][CH2:42][CH2:43][CH2:44][CH2:45][CH3:46])=[CH:35][CH:34]=4)=[CH:29][N:28]=3)=[CH:23][CH:22]=2)[C:13]([NH:15][CH2:16][C:17](O)=[O:18])=[O:14])=[O:10])=[CH:7][CH:6]=1)([CH3:4])([CH3:3])[CH3:2].[CH3:49][S:50]([NH2:53])(=[O:52])=[O:51].CN(C(ON1N=NC2C=CC=NC1=2)=[N+](C)C)C.F[P-](F)(F)(F)(F)F. The catalyst is CN(C1C=CN=CC=1)C.C(Cl)Cl. The product is [C:1]([C:5]1[CH:6]=[CH:7][C:8]([C:9]([NH:11][C@@H:12]([CH2:20][C:21]2[CH:26]=[CH:25][C:24]([C:27]3[N:32]=[CH:31][C:30]([C:33]4[CH:34]=[CH:35][C:36]([O:39][CH2:40][CH2:41][CH2:42][CH2:43][CH2:44][CH2:45][CH3:46])=[CH:37][CH:38]=4)=[CH:29][N:28]=3)=[CH:23][CH:22]=2)[C:13]([NH:15][CH2:16][C:17]([NH:53][S:50]([CH3:49])(=[O:52])=[O:51])=[O:18])=[O:14])=[O:10])=[CH:47][CH:48]=1)([CH3:3])([CH3:2])[CH3:4]. The yield is 0.110. (4) The reactants are I[C:2]1[CH:7]=[CH:6][CH:5]=[CH:4][CH:3]=1.[NH:8]1[CH2:13][CH2:12][O:11][CH2:10][CH2:9]1.C(O[K])(C)(C)C. The catalyst is C1(C)C=CC=CC=1. The product is [C:2]1([N:8]2[CH2:13][CH2:12][O:11][CH2:10][CH2:9]2)[CH:7]=[CH:6][CH:5]=[CH:4][CH:3]=1. The yield is 0.620. (5) The reactants are [C:1]([C:4]1[S:8][C:7]([N:9]2[CH2:13][CH2:12][N:11]([CH2:14][CH2:15][CH:16]3[CH2:18][CH2:17]3)[C:10]2=[O:19])=[N:6][C:5]=1[CH3:20])(=O)[CH3:2].COC(OC)[N:24]([CH3:26])C.O.[NH2:30]N. The catalyst is CN(C)C=O. The product is [CH:16]1([CH2:15][CH2:14][N:11]2[CH2:12][CH2:13][N:9]([C:7]3[S:8][C:4]([C:1]4[CH:2]=[CH:26][NH:24][N:30]=4)=[C:5]([CH3:20])[N:6]=3)[C:10]2=[O:19])[CH2:18][CH2:17]1. The yield is 0.710.